From a dataset of Catalyst prediction with 721,799 reactions and 888 catalyst types from USPTO. Predict which catalyst facilitates the given reaction. (1) Reactant: [Cl:1][C:2]1[CH:7]=[CH:6][CH:5]=[CH:4][C:3]=1[C:8]1[C:9]([C:22]2[CH:27]=[CH:26][C:25]([Cl:28])=[CH:24][CH:23]=2)=[CH:10][C:11]2[N:12]([C:14]([C:17](OCC)=[O:18])=[N:15][N:16]=2)[N:13]=1.[CH2:29]([CH:36]1[CH2:41][CH2:40][NH:39][CH2:38][CH2:37]1)[C:30]1[CH:35]=[CH:34][CH:33]=[CH:32][CH:31]=1. Product: [CH2:29]([CH:36]1[CH2:41][CH2:40][N:39]([C:17]([C:14]2[N:12]3[N:13]=[C:8]([C:3]4[CH:4]=[CH:5][CH:6]=[CH:7][C:2]=4[Cl:1])[C:9]([C:22]4[CH:27]=[CH:26][C:25]([Cl:28])=[CH:24][CH:23]=4)=[CH:10][C:11]3=[N:16][N:15]=2)=[O:18])[CH2:38][CH2:37]1)[C:30]1[CH:35]=[CH:34][CH:33]=[CH:32][CH:31]=1. The catalyst class is: 5. (2) Reactant: [N:1]([CH:4]1[CH2:7][N:6]([C:8]2[CH:13]=[CH:12][C:11]([NH:14][C:15]3[N:20]=[C:19]([C:21]4[N:25]([CH:26]([CH3:28])[CH3:27])[C:24]([CH3:29])=[N:23][CH:22]=4)[C:18]([F:30])=[CH:17][N:16]=3)=[CH:10][CH:9]=2)[CH2:5]1)=[N+]=[N-].C1(P(C2C=CC=CC=2)C2C=CC=CC=2)C=CC=CC=1.O.Cl. Product: [NH2:1][CH:4]1[CH2:5][N:6]([C:8]2[CH:9]=[CH:10][C:11]([NH:14][C:15]3[N:20]=[C:19]([C:21]4[N:25]([CH:26]([CH3:27])[CH3:28])[C:24]([CH3:29])=[N:23][CH:22]=4)[C:18]([F:30])=[CH:17][N:16]=3)=[CH:12][CH:13]=2)[CH2:7]1. The catalyst class is: 1.